From a dataset of Full USPTO retrosynthesis dataset with 1.9M reactions from patents (1976-2016). Predict the reactants needed to synthesize the given product. Given the product [Cl:1][C:2]1[CH:7]=[CH:6][CH:5]=[CH:4][C:3]=1[C:8]1[CH:19]=[C:18]2[C:14]([C:15]([C:24]#[N:25])=[CH:16][N:17]2[CH3:20])=[C:13]2[C:9]=1[C:10](=[O:23])[NH:11][C:12]2=[O:22], predict the reactants needed to synthesize it. The reactants are: [Cl:1][C:2]1[CH:7]=[CH:6][CH:5]=[CH:4][C:3]=1[C:8]1[CH:19]=[C:18]2[C:14]([C:15](I)=[CH:16][N:17]2[CH3:20])=[C:13]2[C:9]=1[C:10](=[O:23])[NH:11][C:12]2=[O:22].[C:24]([Cu])#[N:25].